From a dataset of Catalyst prediction with 721,799 reactions and 888 catalyst types from USPTO. Predict which catalyst facilitates the given reaction. (1) Reactant: [C:1](=[O:4])([O-])[O-:2].[K+].[K+].[N:7]1[CH:12]=[CH:11][CH:10]=[CH:9][C:8]=1[CH2:13][NH2:14].[C:26]([O:25][C:23](O[C:23]([O:25][C:26]([CH3:29])([CH3:28])[CH3:27])=[O:24])=[O:24])([CH3:29])([CH3:28])[CH3:27].[OH-].[Na+].O1[CH2:37][CH2:36]OCC1. Product: [C:23]([N:14]([CH2:9][C:8]1[N:7]=[CH:36][C:37]([C:1]([OH:2])=[O:4])=[N:14][CH:13]=1)[CH2:13][C:8]1[CH:9]=[CH:10][CH:11]=[CH:12][N:7]=1)([O:25][C:26]([CH3:27])([CH3:28])[CH3:29])=[O:24]. The catalyst class is: 3. (2) Reactant: [CH2:1]([S:3]([C:6]1[N:7]=[CH:8][N:9]2[CH:13]=[CH:12][S:11][C:10]=12)(=[O:5])=[O:4])[CH3:2].C([Li])CCC.CCCCCC.[CH2:25]([Sn:29](Cl)([CH2:34][CH2:35][CH2:36][CH3:37])[CH2:30][CH2:31][CH2:32][CH3:33])[CH2:26][CH2:27][CH3:28].[Cl-].[NH4+]. Product: [CH2:1]([S:3]([C:6]1[N:7]=[CH:8][N:9]2[CH:13]=[C:12]([Sn:29]([CH2:30][CH2:31][CH2:32][CH3:33])([CH2:34][CH2:35][CH2:36][CH3:37])[CH2:25][CH2:26][CH2:27][CH3:28])[S:11][C:10]=12)(=[O:4])=[O:5])[CH3:2]. The catalyst class is: 1. (3) Reactant: Br[CH:2]1[CH2:6][CH2:5][CH2:4][C:3]1=O.[NH2:8][C:9]([NH2:11])=[S:10].C(=O)(O)[O-].[Na+]. Product: [S:10]1[C:3]2[CH2:4][CH2:5][CH2:6][C:2]=2[N:8]=[C:9]1[NH2:11]. The catalyst class is: 8. (4) Product: [C:1]1([S:7]([N:10]2[C:14]3=[N:15][CH:16]=[C:17]([N+:20]([O-:22])=[O:21])[C:18]([NH:29][CH:23]4[CH2:28][CH2:27][CH2:26][CH2:25][CH2:24]4)=[C:13]3[CH:12]=[CH:11]2)(=[O:9])=[O:8])[CH:6]=[CH:5][CH:4]=[CH:3][CH:2]=1. The catalyst class is: 41. Reactant: [C:1]1([S:7]([N:10]2[C:14]3=[N:15][CH:16]=[C:17]([N+:20]([O-:22])=[O:21])[C:18](Cl)=[C:13]3[CH:12]=[CH:11]2)(=[O:9])=[O:8])[CH:6]=[CH:5][CH:4]=[CH:3][CH:2]=1.[CH:23]1([NH2:29])[CH2:28][CH2:27][CH2:26][CH2:25][CH2:24]1.C(N(C(C)C)CC)(C)C.